From a dataset of Catalyst prediction with 721,799 reactions and 888 catalyst types from USPTO. Predict which catalyst facilitates the given reaction. (1) Reactant: [F:1][CH:2]([F:8])[C:3](OCC)=[O:4].C[O-].[Na+].[F:12][C:13]1[CH:14]=[C:15]([C:21](=[O:23])[CH3:22])[CH:16]=[CH:17][C:18]=1[O:19][CH3:20].Cl. Product: [F:1][CH:2]([F:8])[C:3](=[O:4])[CH2:22][C:21]([C:15]1[CH:16]=[CH:17][C:18]([O:19][CH3:20])=[C:13]([F:12])[CH:14]=1)=[O:23]. The catalyst class is: 282. (2) Reactant: [Cl:1][C:2]1[CH:3]=[CH:4][C:5]([NH:8][C:9](=[O:25])[C:10]2[CH:15]=[C:14]([CH3:16])[CH:13]=[CH:12][C:11]=2[NH:17][CH2:18][CH:19]2[CH2:24][CH2:23][NH:22][CH2:21][CH2:20]2)=[N:6][CH:7]=1.[CH:26]1([C:29]([CH3:31])=O)[CH2:28][CH2:27]1.C([BH3-])#N.[Na+]. Product: [Cl:1][C:2]1[CH:3]=[CH:4][C:5]([NH:8][C:9](=[O:25])[C:10]2[CH:15]=[C:14]([CH3:16])[CH:13]=[CH:12][C:11]=2[NH:17][CH2:18][CH:19]2[CH2:24][CH2:23][N:22]([CH:29]([CH:26]3[CH2:28][CH2:27]3)[CH3:31])[CH2:21][CH2:20]2)=[N:6][CH:7]=1. The catalyst class is: 130. (3) Reactant: F[C:2]1[CH:7]=[CH:6][CH:5]=[CH:4][C:3]=1[S:8]([NH:11][C:12]1[CH:21]=[CH:20][C:19]2[CH2:18][CH2:17][CH2:16][CH:15](C)[C:14]=2[C:13]=1[C:23]([O:25]C)=[O:24])(=[O:10])=[O:9].[F:27][C:28]([F:46])([F:45])[C:29]1[CH:34]=[CH:33][N:32]=[C:31]([N:35]2[CH2:40][CH2:39][N:38]([CH2:41][CH2:42][CH2:43][NH2:44])[CH2:37][CH2:36]2)[N:30]=1.P([O-])([O-])([O-])=O.[K+].[K+].[K+]. Product: [F:46][C:28]([F:27])([F:45])[C:29]1[CH:34]=[CH:33][N:32]=[C:31]([N:35]2[CH2:40][CH2:39][N:38]([CH2:41][CH2:42][CH2:43][NH:44][C:2]3[CH:7]=[CH:6][CH:5]=[CH:4][C:3]=3[S:8]([NH:11][C:12]3[CH:21]=[CH:20][C:19]4[CH2:18][CH2:17][CH2:16][CH2:15][C:14]=4[C:13]=3[C:23]([OH:25])=[O:24])(=[O:9])=[O:10])[CH2:37][CH2:36]2)[N:30]=1. The catalyst class is: 60. (4) Reactant: Cl[C:2]1[N:7]2[N:8]=[C:9]([CH:11]([CH3:13])[CH3:12])[N:10]=[C:6]2[N:5]=[C:4]([CH3:14])[CH:3]=1.[NH2:15][C:16]1[CH:21]=[CH:20][C:19]([S:22]([F:27])([F:26])([F:25])([F:24])[F:23])=[CH:18][CH:17]=1. Product: [CH3:14][C:4]1[CH:3]=[C:2]([NH:15][C:16]2[CH:21]=[CH:20][C:19]([S:22]([F:27])([F:23])([F:24])([F:25])[F:26])=[CH:18][CH:17]=2)[N:7]2[N:8]=[C:9]([CH:11]([CH3:13])[CH3:12])[N:10]=[C:6]2[N:5]=1. The catalyst class is: 8. (5) Reactant: CO[CH:3]1[CH2:7][CH2:6][CH:5](OC)[O:4]1.O=[C:11]([CH2:16]C(O)=O)[CH2:12]C(O)=O.Cl.[Br:21][C:22]1[CH:28]=[CH:27][C:25]([NH2:26])=[CH:24][CH:23]=1. Product: [Br:21][C:22]1[CH:28]=[CH:27][C:25]([N:26]2[C@H:6]3[CH2:5][CH2:16][C@@H:11]2[CH2:12][C:3](=[O:4])[CH2:7]3)=[CH:24][CH:23]=1. The catalyst class is: 72.